Regression. Given a peptide amino acid sequence and an MHC pseudo amino acid sequence, predict their binding affinity value. This is MHC class II binding data. From a dataset of Peptide-MHC class II binding affinity with 134,281 pairs from IEDB. (1) The peptide sequence is AAATAGTTVYGAFAG. The MHC is HLA-DQA10102-DQB10602 with pseudo-sequence HLA-DQA10102-DQB10602. The binding affinity (normalized) is 0.904. (2) The peptide sequence is MAVGMVSILASSLLK. The MHC is DRB1_0701 with pseudo-sequence DRB1_0701. The binding affinity (normalized) is 0.788. (3) The peptide sequence is INEATAAAIAYGLDR. The MHC is HLA-DQA10501-DQB10301 with pseudo-sequence HLA-DQA10501-DQB10301. The binding affinity (normalized) is 0.616. (4) The peptide sequence is RMLEPTRVVNWEVII. The MHC is DRB4_0103 with pseudo-sequence DRB4_0103. The binding affinity (normalized) is 0.508.